From a dataset of Full USPTO retrosynthesis dataset with 1.9M reactions from patents (1976-2016). Predict the reactants needed to synthesize the given product. (1) Given the product [NH2:20][C:19]1[N:26]=[C:7]([C:1]2[CH:6]=[CH:5][CH:4]=[CH:3][CH:2]=2)[CH:8]=[C:9]([C:11]2[CH:16]=[CH:15][CH:14]=[CH:13][CH:12]=2)[C:18]=1[C:17]#[N:21], predict the reactants needed to synthesize it. The reactants are: [C:1]1([CH:7]=[CH:8][C:9]([C:11]2[CH:16]=[CH:15][CH:14]=[CH:13][CH:12]=2)=O)[CH:6]=[CH:5][CH:4]=[CH:3][CH:2]=1.[C:17](#[N:21])[CH2:18][C:19]#[N:20].C([O-])(=O)C.[NH4+:26]. (2) Given the product [O:1]1[CH:5]=[CH:4][CH:3]=[C:2]1[S:11]([Cl:14])(=[O:13])=[O:12], predict the reactants needed to synthesize it. The reactants are: [O:1]1[CH:5]=[CH:4][CH:3]=[CH:2]1.C([Li])CCC.[S:11](Cl)([Cl:14])(=[O:13])=[O:12].